Dataset: Catalyst prediction with 721,799 reactions and 888 catalyst types from USPTO. Task: Predict which catalyst facilitates the given reaction. (1) Reactant: [C:1]([O:5][C:6]([N:8]1[CH2:13][CH2:12][CH:11]([CH2:14][CH2:15][O:16][C:17]2[C:22]([C:23]([OH:25])=O)=[C:21]([NH:26][CH2:27][CH:28]3[CH2:36][CH2:35][C:31]4([CH2:34][CH2:33][CH2:32]4)[CH2:30][CH2:29]3)[N:20]=[C:19]([C:37]#[N:38])[N:18]=2)[CH2:10][CH2:9]1)=[O:7])([CH3:4])([CH3:3])[CH3:2].CN.C[CH2:42][N:43]=C=NCCCN(C)C.Cl. The catalyst class is: 3. Product: [C:1]([O:5][C:6]([N:8]1[CH2:13][CH2:12][CH:11]([CH2:14][CH2:15][O:16][C:17]2[C:22]([C:23](=[O:25])[NH:43][CH3:42])=[C:21]([NH:26][CH2:27][CH:28]3[CH2:36][CH2:35][C:31]4([CH2:32][CH2:33][CH2:34]4)[CH2:30][CH2:29]3)[N:20]=[C:19]([C:37]#[N:38])[N:18]=2)[CH2:10][CH2:9]1)=[O:7])([CH3:3])([CH3:2])[CH3:4]. (2) Reactant: [NH2:1][C:2]1[N:7]=[C:6]([N:8]2[CH2:13][CH2:12][CH2:11][C@H:10]([C:14]([NH:16][C:17]3[CH:22]=[CH:21][C:20]([Cl:23])=[CH:19][CH:18]=3)=[O:15])[CH2:9]2)[CH:5]=[C:4]([C:24]2[CH:29]=[CH:28][C:27]([C:30]#[N:31])=[C:26](F)[CH:25]=2)[N:3]=1.CCN(C(C)C)C(C)C.[NH2:42][NH2:43]. Product: [NH2:1][C:2]1[N:7]=[C:6]([N:8]2[CH2:13][CH2:12][CH2:11][C@H:10]([C:14]([NH:16][C:17]3[CH:22]=[CH:21][C:20]([Cl:23])=[CH:19][CH:18]=3)=[O:15])[CH2:9]2)[CH:5]=[C:4]([C:24]2[CH:25]=[C:26]3[C:27]([C:30]([NH2:31])=[N:42][NH:43]3)=[CH:28][CH:29]=2)[N:3]=1. The catalyst class is: 14. (3) Reactant: [C:1]([O:4][C@@H:5]1[C@@H:13]([C@@:14]2([CH3:31])[CH2:19][CH2:18][C@H:17]([O:20][Si:21]([C:24]([CH3:27])([CH3:26])[CH3:25])([CH3:23])[CH3:22])[CH2:16][C@@H:15]2[CH2:28][CH:29]=O)[CH2:12][CH2:11][C@@:10]2([CH3:32])[C@H:6]1[CH2:7][CH2:8][C:9]12[O:36][CH2:35][CH2:34][O:33]1)(=[O:3])[CH3:2].[NH:37]1[CH2:41][CH2:40][CH2:39][CH2:38]1.[BH-](OC(C)=O)(OC(C)=O)OC(C)=O.[Na+]. Product: [C:1]([O:4][C@@H:5]1[C@@H:13]([C@@:14]2([CH3:31])[CH2:19][CH2:18][C@H:17]([O:20][Si:21]([C:24]([CH3:26])([CH3:27])[CH3:25])([CH3:23])[CH3:22])[CH2:16][C@@H:15]2[CH2:28][CH2:29][N:37]2[CH2:41][CH2:40][CH2:39][CH2:38]2)[CH2:12][CH2:11][C@@:10]2([CH3:32])[C@H:6]1[CH2:7][CH2:8][C:9]12[O:36][CH2:35][CH2:34][O:33]1)(=[O:3])[CH3:2]. The catalyst class is: 1. (4) Reactant: C(=O)([O-])O.[Na+].[S:6]=[C:7]1[NH:12][C:11]2[NH:13][CH:14]=[CH:15][C:10]=2[C:9](=[O:16])[N:8]1[C:17]1[CH:22]=[CH:21][C:20]([O:23][CH2:24][C:25]([F:28])([F:27])[F:26])=[CH:19][CH:18]=1.I[CH2:30][CH2:31][CH3:32]. Product: [CH2:30]([S:6][C:7]1[N:8]([C:17]2[CH:18]=[CH:19][C:20]([O:23][CH2:24][C:25]([F:28])([F:27])[F:26])=[CH:21][CH:22]=2)[C:9](=[O:16])[C:10]2[CH:15]=[CH:14][NH:13][C:11]=2[N:12]=1)[CH2:31][CH3:32]. The catalyst class is: 9. (5) Reactant: [Cl:1][C:2]1[C:3]([NH:23][C:24](=[O:32])[CH2:25][CH:26]2[CH2:31][CH2:30][CH2:29][CH2:28][CH2:27]2)=[C:4]2[C:9](=[CH:10][CH:11]=1)[N:8]=[C:7]([N:12]1[CH2:17][CH2:16][CH2:15][C@@H:14](OS(C)(=O)=O)[CH2:13]1)[CH:6]=[CH:5]2.[CH3:33][NH2:34]. Product: [Cl:1][C:2]1[C:3]([NH:23][C:24](=[O:32])[CH2:25][CH:26]2[CH2:31][CH2:30][CH2:29][CH2:28][CH2:27]2)=[C:4]2[C:9](=[CH:10][CH:11]=1)[N:8]=[C:7]([N:12]1[CH2:17][CH2:16][CH2:15][CH:14]([NH:34][CH3:33])[CH2:13]1)[CH:6]=[CH:5]2. The catalyst class is: 8. (6) Reactant: C([O:8][C:9]1[CH:14]=[CH:13][C:12]([C:15](=[O:23])[CH2:16][C:17](=[O:22])[CH2:18][CH2:19][CH2:20][CH3:21])=[CH:11][CH:10]=1)C1C=CC=CC=1.[N+:24]([C:27]1[CH:32]=[CH:31][C:30](ON)=[CH:29][CH:28]=1)([O-:26])=[O:25]. Product: [CH2:18]([C:17]1[O:22][C:30]2[CH:31]=[CH:32][C:27]([N+:24]([O-:26])=[O:25])=[CH:28][C:29]=2[C:16]=1[C:15](=[O:23])[C:12]1[CH:11]=[CH:10][C:9]([OH:8])=[CH:14][CH:13]=1)[CH2:19][CH2:20][CH3:21]. The catalyst class is: 570. (7) Reactant: C(OC([N:8]1[CH2:13][CH2:12][CH:11]([NH:14][C:15]([O:17][CH2:18][C:19]2[CH:24]=[CH:23][CH:22]=[CH:21][CH:20]=2)=[O:16])[CH2:10][CH2:9]1)=O)(C)(C)C.FC(F)(F)C(O)=O. Product: [CH2:18]([O:17][C:15](=[O:16])[NH:14][CH:11]1[CH2:12][CH2:13][NH:8][CH2:9][CH2:10]1)[C:19]1[CH:24]=[CH:23][CH:22]=[CH:21][CH:20]=1. The catalyst class is: 4. (8) Reactant: C([O:3][P:4]([C:7]1[CH:12]=[CH:11][C:10]([N:13]2[C:17]([NH:18][C:19]([NH:21][C:22]3[C:31]4[C:26](=[CH:27][CH:28]=[CH:29][CH:30]=4)[C:25]([O:32][C:33]4[CH:38]=[CH:37][N:36]=[C:35]([NH:39][C:40]5[CH:45]=[CH:44][CH:43]=[CH:42][CH:41]=5)[N:34]=4)=[CH:24][CH:23]=3)=[O:20])=[CH:16][C:15]([C:46]([CH3:49])([CH3:48])[CH3:47])=[N:14]2)=[CH:9][CH:8]=1)([CH3:6])=[O:5])C.O1CCOCC1.[OH-].[Na+]. Product: [C:46]([C:15]1[CH:16]=[C:17]([NH:18][C:19]([NH:21][C:22]2[C:31]3[C:26](=[CH:27][CH:28]=[CH:29][CH:30]=3)[C:25]([O:32][C:33]3[CH:38]=[CH:37][N:36]=[C:35]([NH:39][C:40]4[CH:45]=[CH:44][CH:43]=[CH:42][CH:41]=4)[N:34]=3)=[CH:24][CH:23]=2)=[O:20])[N:13]([C:10]2[CH:9]=[CH:8][C:7]([P:4]([CH3:6])(=[O:3])[OH:5])=[CH:12][CH:11]=2)[N:14]=1)([CH3:49])([CH3:47])[CH3:48]. The catalyst class is: 581.